From a dataset of Full USPTO retrosynthesis dataset with 1.9M reactions from patents (1976-2016). Predict the reactants needed to synthesize the given product. (1) Given the product [CH:21]1([CH:9]([C:8]2[C:4]([CH2:3][O:2][CH3:1])=[N:5][N:6]([C:11]3[CH:16]=[C:15]([C:17]([F:20])([F:18])[F:19])[CH:14]=[CH:13][N:12]=3)[CH:7]=2)[OH:10])[CH2:26][CH2:25][CH2:24][CH2:23][CH2:22]1, predict the reactants needed to synthesize it. The reactants are: [CH3:1][O:2][CH2:3][C:4]1[C:8]([CH:9]=[O:10])=[CH:7][N:6]([C:11]2[CH:16]=[C:15]([C:17]([F:20])([F:19])[F:18])[CH:14]=[CH:13][N:12]=2)[N:5]=1.[CH:21]1([Mg]Br)[CH2:26][CH2:25][CH2:24][CH2:23][CH2:22]1. (2) Given the product [CH3:13][O:14][C:15](=[O:24])[CH:16]([C:17]1[CH:22]=[CH:21][C:20]([I:23])=[CH:19][CH:18]=1)[C:31]([CH:25]1[CH2:30][CH2:29][CH2:28][CH2:27][CH2:26]1)=[O:32], predict the reactants needed to synthesize it. The reactants are: C(NC(C)C)(C)C.C([Li])CCC.[CH3:13][O:14][C:15](=[O:24])[CH2:16][C:17]1[CH:22]=[CH:21][C:20]([I:23])=[CH:19][CH:18]=1.[CH:25]1([C:31](Cl)=[O:32])[CH2:30][CH2:29][CH2:28][CH2:27][CH2:26]1. (3) Given the product [N:28]([CH:2]([C:7]1[S:11][C:10]([C:12]2[S:16][C:15]([O:17][C:18]3[CH:23]=[CH:22][C:21]([O:24][CH:25]([CH3:27])[CH3:26])=[CH:20][CH:19]=3)=[N:14][CH:13]=2)=[CH:9][CH:8]=1)[C:3]([F:6])([F:5])[F:4])=[N+:29]=[N-:30], predict the reactants needed to synthesize it. The reactants are: Cl[CH:2]([C:7]1[S:11][C:10]([C:12]2[S:16][C:15]([O:17][C:18]3[CH:23]=[CH:22][C:21]([O:24][CH:25]([CH3:27])[CH3:26])=[CH:20][CH:19]=3)=[N:14][CH:13]=2)=[CH:9][CH:8]=1)[C:3]([F:6])([F:5])[F:4].[N-:28]=[N+:29]=[N-:30].[Na+].O. (4) Given the product [CH2:15]([O:22][CH2:23][C:24]([CH3:28])([CH3:27])[CH:25]([OH:26])[CH2:2][C:1]([O:4][CH2:5][CH3:6])=[O:3])[C:16]1[CH:21]=[CH:20][CH:19]=[CH:18][CH:17]=1, predict the reactants needed to synthesize it. The reactants are: [C:1]([O:4][CH2:5][CH3:6])(=[O:3])[CH3:2].C([N-]C(C)C)(C)C.[Li+].[CH2:15]([O:22][CH2:23][C:24]([CH3:28])([CH3:27])[CH:25]=[O:26])[C:16]1[CH:21]=[CH:20][CH:19]=[CH:18][CH:17]=1.S(=O)(=O)(O)[O-].[K+]. (5) Given the product [CH3:39][O:38][C:36]([CH:33]1[CH2:34][S:35][CH:12]([CH2:11][CH:10]([C:9]([O:8][CH2:1][C:2]2[CH:7]=[CH:6][CH:5]=[CH:4][CH:3]=2)=[O:22])[NH:14][C:15]([O:17][C:18]([CH3:21])([CH3:20])[CH3:19])=[O:16])[NH:32]1)=[O:37], predict the reactants needed to synthesize it. The reactants are: [CH2:1]([O:8][C:9](=[O:22])[CH:10]([NH:14][C:15]([O:17][C:18]([CH3:21])([CH3:20])[CH3:19])=[O:16])[CH2:11][CH:12]=O)[C:2]1[CH:7]=[CH:6][CH:5]=[CH:4][CH:3]=1.CC(O)=O.C(O[Na])(C)=O.[NH2:32][C@H:33]([C:36]([O:38][CH3:39])=[O:37])[CH2:34][SH:35].Cl. (6) Given the product [CH3:24][N:21]1[CH2:22][CH2:23][C:11]2[N:10]([CH2:9][CH:8]([C:5]3[CH:4]=[CH:3][C:2]([C:26]#[N:27])=[N:7][CH:6]=3)[OH:25])[C:18]3[CH:17]=[CH:16][C:15]([CH3:19])=[CH:14][C:13]=3[C:12]=2[CH2:20]1, predict the reactants needed to synthesize it. The reactants are: Br[C:2]1[N:7]=[CH:6][C:5]([CH:8]([OH:25])[CH2:9][N:10]2[C:18]3[CH:17]=[CH:16][C:15]([CH3:19])=[CH:14][C:13]=3[C:12]3[CH2:20][N:21]([CH3:24])[CH2:22][CH2:23][C:11]2=3)=[CH:4][CH:3]=1.[CH3:26][N:27](C=O)C.